Dataset: Catalyst prediction with 721,799 reactions and 888 catalyst types from USPTO. Task: Predict which catalyst facilitates the given reaction. (1) The catalyst class is: 8. Reactant: [C:1]([O:5][C:6]([N:8]1[CH2:13][CH2:12][C:11](=[C:14]([Cl:18])[C:15](=[O:17])[CH3:16])[CH2:10][CH2:9]1)=[O:7])([CH3:4])([CH3:3])[CH3:2].[BH4-].[Na+]. Product: [C:1]([O:5][C:6]([N:8]1[CH2:13][CH2:12][C:11](=[C:14]([Cl:18])[CH:15]([OH:17])[CH3:16])[CH2:10][CH2:9]1)=[O:7])([CH3:3])([CH3:2])[CH3:4]. (2) Reactant: [ClH:1].[CH3:2][C:3](=[O:9])[CH2:4][CH2:5][CH2:6][CH2:7][CH3:8]. Product: [Cl:1][CH2:8][CH:7]1[CH2:6][CH2:5][CH2:4][C:3](=[O:9])[CH2:2]1. The catalyst class is: 23. (3) Reactant: [C:1]([N:8]1[CH:12]=[CH:11]N=C1)(N1C=CN=C1)=[O:2].C(OC([N:20]1[CH2:25][CH2:24][CH:23]([OH:26])[CH2:22][CH2:21]1)=O)(C)(C)C.[CH:27]([C:30]1[CH:36]=CC(N)=[CH:32][CH:31]=1)([CH3:29])[CH3:28].C(O)(C(F)(F)F)=O. Product: [NH:20]1[CH2:21][CH2:22][CH:23]([O:26][C:1](=[O:2])[NH:8][C:12]2[CH:11]=[CH:36][C:30]([CH:27]([CH3:29])[CH3:28])=[CH:31][CH:32]=2)[CH2:24][CH2:25]1. The catalyst class is: 2. (4) Reactant: [CH3:1][O:2][CH2:3][CH2:4][NH:5][C:6]1[CH:14]=[CH:13][C:12]([C:15]([F:18])([F:17])[F:16])=[CH:11][C:7]=1[C:8]([OH:10])=O.Cl.[CH2:20]([C:22]([NH2:27])([CH2:25][CH3:26])[C:23]#[CH:24])[CH3:21].C1C=CC2N(O)N=NC=2C=1.CCN=C=NCCCN(C)C.CCN(C(C)C)C(C)C. Product: [CH2:23]([C:22]([NH:27][C:8](=[O:10])[C:7]1[CH:11]=[C:12]([C:15]([F:18])([F:17])[F:16])[CH:13]=[CH:14][C:6]=1[NH:5][CH2:4][CH2:3][O:2][CH3:1])([CH2:25][CH3:26])[C:20]#[CH:21])[CH3:24]. The catalyst class is: 2. (5) Reactant: [CH2:1]([O:3][C:4]([C:6]1[N:7]=[C:8]([NH:11][C:12]2[CH:17]=[CH:16][C:15]([Cl:18])=[CH:14][CH:13]=2)[S:9][CH:10]=1)=[O:5])[CH3:2].[H-].[Na+].[CH3:21]I.O. Product: [CH2:1]([O:3][C:4]([C:6]1[N:7]=[C:8]([N:11]([C:12]2[CH:17]=[CH:16][C:15]([Cl:18])=[CH:14][CH:13]=2)[CH3:21])[S:9][CH:10]=1)=[O:5])[CH3:2]. The catalyst class is: 3. (6) Reactant: F[C:2](F)(F)C(O)=O.[CH3:8][NH:9][C@H:10]([C:14]([NH:16][C@H:17]([C:21]([N:23]([C@@H:25]([C@@H:62]([CH3:65])[CH2:63][CH3:64])[C@H:26]([O:60][CH3:61])[CH2:27][C:28]([N:30]1[CH2:34][CH2:33][CH2:32][C@H:31]1[C@H:35]([O:58][CH3:59])[C@@H:36]([CH3:57])[C:37]([NH:39][C@@:40]1([C:49]([N:51]2[CH2:56][CH2:55][CH2:54][CH2:53][O:52]2)=[O:50])[CH2:42][C@@H:41]1[C:43]1[CH:48]=[CH:47][CH:46]=[CH:45][CH:44]=1)=[O:38])=[O:29])[CH3:24])=[O:22])[CH:18]([CH3:20])[CH3:19])=[O:15])[CH:11]([CH3:13])[CH3:12].C(OC(=O)[NH:75][CH2:76][CH2:77]C=O)C1C=CC=CC=1. Product: [NH2:75][CH2:76][CH2:77][CH2:8][N:9]([CH3:2])[C@H:10]([C:14]([NH:16][C@H:17]([C:21]([N:23]([C@@H:25]([C@@H:62]([CH3:65])[CH2:63][CH3:64])[C@H:26]([O:60][CH3:61])[CH2:27][C:28]([N:30]1[CH2:34][CH2:33][CH2:32][C@H:31]1[C@H:35]([O:58][CH3:59])[C@@H:36]([CH3:57])[C:37]([NH:39][C@@:40]1([C:49]([N:51]2[CH2:56][CH2:55][CH2:54][CH2:53][O:52]2)=[O:50])[CH2:42][C@@H:41]1[C:43]1[CH:48]=[CH:47][CH:46]=[CH:45][CH:44]=1)=[O:38])=[O:29])[CH3:24])=[O:22])[CH:18]([CH3:19])[CH3:20])=[O:15])[CH:11]([CH3:13])[CH3:12]. The catalyst class is: 63. (7) Reactant: [Cl:1][C:2]1[C:7]([C:8]2[CH:13]=[CH:12][CH:11]=[CH:10][CH:9]=2)=[N:6][N:5]=[C:4]2[NH:14][N:15]=[C:16]([C:17]3[CH:22]=[CH:21][C:20]([F:23])=[C:19]([F:24])[CH:18]=3)[C:3]=12.[CH3:25][N:26]1[CH2:31][CH2:30][N:29]([CH2:32][CH2:33]O)[CH2:28][CH2:27]1.N(C(OCC)=O)=NC(OCC)=O.C1(P(C2C=CC=CC=2)C2C=CC=CC=2)C=CC=CC=1. Product: [Cl:1][C:2]1[C:7]([C:8]2[CH:9]=[CH:10][CH:11]=[CH:12][CH:13]=2)=[N:6][N:5]=[C:4]2[N:14]([CH2:33][CH2:32][N:29]3[CH2:30][CH2:31][N:26]([CH3:25])[CH2:27][CH2:28]3)[N:15]=[C:16]([C:17]3[CH:22]=[CH:21][C:20]([F:23])=[C:19]([F:24])[CH:18]=3)[C:3]=12. The catalyst class is: 12.